From a dataset of Acute oral toxicity (LD50) regression data from Zhu et al.. Regression/Classification. Given a drug SMILES string, predict its toxicity properties. Task type varies by dataset: regression for continuous values (e.g., LD50, hERG inhibition percentage) or binary classification for toxic/non-toxic outcomes (e.g., AMES mutagenicity, cardiotoxicity, hepatotoxicity). Dataset: ld50_zhu. (1) The compound is CCOP(=S)(Oc1cnn(C)c(=O)c1)OC(C)C. The rat oral LD50 is 4.47, given as -log10 of the dose in mol/kg body weight (higher means more acutely toxic). (2) The molecule is CC1(N)CCC(C(C)(C)N)CC1. The rat oral LD50 is 2.38, given as -log10 of the dose in mol/kg body weight (higher means more acutely toxic). (3) The rat oral LD50 is 2.45, given as -log10 of the dose in mol/kg body weight (higher means more acutely toxic). The compound is c1ccc(-c2ccc(CCOc3ncnc4ccccc34)cc2)cc1. (4) The compound is Oc1ccc2ccccc2c1. The rat oral LD50 is 1.87, given as -log10 of the dose in mol/kg body weight (higher means more acutely toxic). (5) The drug is CCC1(CC)C(=O)C=CNC1=O. The rat oral LD50 is 2.33, given as -log10 of the dose in mol/kg body weight (higher means more acutely toxic). (6) The molecule is O=C(Cl)CCCCCCCCC(=O)Cl. The rat oral LD50 is 2.78, given as -log10 of the dose in mol/kg body weight (higher means more acutely toxic). (7) The compound is NS(=O)(=O)OCC(Cl)(Cl)Cl. The rat oral LD50 is 1.66, given as -log10 of the dose in mol/kg body weight (higher means more acutely toxic). (8) The molecule is O=C(O)C1CCCCC1(O)c1ccccc1. The rat oral LD50 is 2.15, given as -log10 of the dose in mol/kg body weight (higher means more acutely toxic). (9) The molecule is CCOP(=O)(OCC)Oc1ccc(S(C)(=O)=O)cc1. The rat oral LD50 is 4.79, given as -log10 of the dose in mol/kg body weight (higher means more acutely toxic). (10) The drug is CC(C)(c1ccc(Oc2ccc(N)cc2)cc1)c1ccc(Oc2ccc(N)cc2)cc1. The rat oral LD50 is 3.12, given as -log10 of the dose in mol/kg body weight (higher means more acutely toxic).